From a dataset of Full USPTO retrosynthesis dataset with 1.9M reactions from patents (1976-2016). Predict the reactants needed to synthesize the given product. (1) Given the product [N:28]([CH2:6][CH2:7][NH:8][C:9]1[C:13]([C:14]2[N:18]([C:19]3[CH:24]=[CH:23][C:22]([F:25])=[C:21]([Br:26])[CH:20]=3)[C:17](=[O:27])[O:16][N:15]=2)=[N:12][O:11][N:10]=1)=[N+:29]=[N-:30], predict the reactants needed to synthesize it. The reactants are: CS(O[CH2:6][CH2:7][NH:8][C:9]1[C:13]([C:14]2[N:18]([C:19]3[CH:24]=[CH:23][C:22]([F:25])=[C:21]([Br:26])[CH:20]=3)[C:17](=[O:27])[O:16][N:15]=2)=[N:12][O:11][N:10]=1)(=O)=O.[N-:28]=[N+:29]=[N-:30].[Na+]. (2) Given the product [Br:1][C:2]1[N:6]2[CH:7]=[C:8]([CH:25]3[CH2:26][CH2:27]3)[C:9]([O:11][C@@H:12]3[CH2:17][CH2:16][CH2:15][N:14]([CH2:18][C:42]4[CH:47]=[CH:46][C:45]([F:48])=[CH:44][C:43]=4[Cl:49])[CH2:13]3)=[CH:10][C:5]2=[N:4][N:3]=1, predict the reactants needed to synthesize it. The reactants are: [Br:1][C:2]1[N:6]2[CH:7]=[C:8]([CH:25]3[CH2:27][CH2:26]3)[C:9]([O:11][C@@H:12]3[CH2:17][CH2:16][CH2:15][N:14]([C:18](OC(C)(C)C)=O)[CH2:13]3)=[CH:10][C:5]2=[N:4][N:3]=1.Cl.C(=O)(O)[O-].[Na+].C(=O)([O-])[O-].[K+].[K+].BrC[C:42]1[CH:47]=[CH:46][C:45]([F:48])=[CH:44][C:43]=1[Cl:49]. (3) Given the product [N:40]1([C:37]2[CH:38]=[CH:39][C:34]([NH:33][C:14]([C:13]3[CH:12]=[C:11]([CH:19]=[CH:18][CH:17]=3)[CH2:10][S:9][CH2:8][CH2:7][C:6]([O:5][C:1]([CH3:2])([CH3:3])[CH3:4])=[O:20])=[O:16])=[C:35]([C:46]3[CH:47]=[C:48]([NH:52][CH2:53][C:54]4[CH:59]=[CH:58][CH:57]=[C:56]([CH3:60])[CH:55]=4)[N:49]=[CH:50][N:51]=3)[CH:36]=2)[CH2:41][CH2:42][CH2:43][CH2:44][CH2:45]1, predict the reactants needed to synthesize it. The reactants are: [C:1]([O:5][C:6](=[O:20])[CH2:7][CH2:8][S:9][CH2:10][C:11]1[CH:12]=[C:13]([CH:17]=[CH:18][CH:19]=1)[C:14]([OH:16])=O)([CH3:4])([CH3:3])[CH3:2].CCN=C=NCCCN(C)C.Cl.[NH2:33][C:34]1[CH:39]=[CH:38][C:37]([N:40]2[CH2:45][CH2:44][CH2:43][CH2:42][CH2:41]2)=[CH:36][C:35]=1[C:46]1[N:51]=[CH:50][N:49]=[C:48]([NH:52][CH2:53][C:54]2[CH:59]=[CH:58][CH:57]=[C:56]([CH3:60])[CH:55]=2)[CH:47]=1.